From a dataset of Forward reaction prediction with 1.9M reactions from USPTO patents (1976-2016). Predict the product of the given reaction. (1) Given the reactants [C:1]([C:3]1[CH:19]=[CH:18][C:6]([C:7]([NH:9][C@H:10]([C@@H:15]([OH:17])[CH3:16])[C:11]([O:13]C)=[O:12])=[O:8])=[C:5]([OH:20])[CH:4]=1)#[CH:2].[OH-].[Na+].C(O)(=O)CC(CC(O)=O)(C(O)=O)O.CC(=O)OCC, predict the reaction product. The product is: [C:1]([C:3]1[CH:19]=[CH:18][C:6]([C:7]([NH:9][C@H:10]([C@@H:15]([OH:17])[CH3:16])[C:11]([OH:13])=[O:12])=[O:8])=[C:5]([OH:20])[CH:4]=1)#[CH:2]. (2) Given the reactants [F:1][C:2]1[CH:7]=[C:6]([N+:8]([O-:10])=[O:9])[CH:5]=[CH:4][C:3]=1[C:11]([CH3:20])([C:16](OC)=[O:17])[C:12](OC)=[O:13].[BH4-].[Na+], predict the reaction product. The product is: [F:1][C:2]1[CH:7]=[C:6]([N+:8]([O-:10])=[O:9])[CH:5]=[CH:4][C:3]=1[C:11]([CH3:20])([CH2:16][OH:17])[CH2:12][OH:13]. (3) Given the reactants Cl.C[O:3][C:4](=O)[CH:5]([NH:18][C:19]([O:21][CH2:22][C:23]1[CH:28]=[CH:27][CH:26]=[CH:25][CH:24]=1)=[O:20])[CH2:6][C:7]1[C:8]([CH2:16]Cl)=[C:9]2[C:13](=[CH:14][CH:15]=1)[NH:12][N:11]=[CH:10]2.[NH2:30][CH2:31][C:32]1[CH:37]=[CH:36][N:35]=[CH:34][CH:33]=1.C(O)(=O)C, predict the reaction product. The product is: [CH2:22]([O:21][C:19](=[O:20])[NH:18][CH:5]1[C:4](=[O:3])[N:30]([CH2:31][C:32]2[CH:37]=[CH:36][N:35]=[CH:34][CH:33]=2)[CH2:16][C:8]2[C:9]3[CH:10]=[N:11][NH:12][C:13]=3[CH:14]=[CH:15][C:7]=2[CH2:6]1)[C:23]1[CH:28]=[CH:27][CH:26]=[CH:25][CH:24]=1. (4) Given the reactants [CH3:1][N:2]([CH2:4][C:5]([OH:7])=O)[CH3:3].C(N1C=CN=C1)(N1C=CN=C1)=O.Cl.[NH2:21][CH2:22][C:23]1[CH:32]=[CH:31][CH:30]=[C:29]2[C:24]=1[C:25](=[O:42])[N:26]([CH:34]1[CH2:39][CH2:38][C:37](=[O:40])[NH:36][C:35]1=[O:41])[C:27]([CH3:33])=[N:28]2, predict the reaction product. The product is: [CH3:3][N:2]([CH3:1])[CH2:4][C:5]([NH:21][CH2:22][C:23]1[CH:32]=[CH:31][CH:30]=[C:29]2[C:24]=1[C:25](=[O:42])[N:26]([CH:34]1[CH2:39][CH2:38][C:37](=[O:40])[NH:36][C:35]1=[O:41])[C:27]([CH3:33])=[N:28]2)=[O:7]. (5) Given the reactants Br[CH:2]1[NH:7][CH2:6][CH2:5][N:4]([C:8]2[CH:13]=[CH:12][C:11]([F:14])=[CH:10][CH:9]=2)[CH2:3]1.[CH3:15][C:16]([CH3:20])([CH3:19])[CH:17]=[O:18].[CH3:21][N:22]1[CH2:27][CH2:26][NH:25][CH2:24][CH2:23]1, predict the reaction product. The product is: [CH3:15][C:16]([CH3:20])([CH2:19][N:25]1[CH2:26][CH2:27][N:22]([CH3:21])[CH2:23][CH2:24]1)[C:17]([N:7]1[CH2:6][CH2:5][N:4]([C:8]2[CH:13]=[CH:12][C:11]([F:14])=[CH:10][CH:9]=2)[CH2:3][CH2:2]1)=[O:18]. (6) Given the reactants C([O:3][C:4](=[O:36])[C:5]1[CH:10]=[CH:9][CH:8]=[CH:7][C:6]=1[C:11]1[CH:16]=[CH:15][N:14]=[C:13]([C:17](=[O:35])[NH:18][C@H:19]([CH2:27][C:28]2[CH:33]=[CH:32][CH:31]=[CH:30][C:29]=2[Cl:34])[C@H:20]([C:22]([O:24][CH2:25][CH3:26])=[O:23])[OH:21])[CH:12]=1)C.C(Cl)Cl.[C:40]([OH:46])([C:42]([F:45])([F:44])[F:43])=[O:41], predict the reaction product. The product is: [Cl:34][C:29]1[CH:30]=[CH:31][CH:32]=[CH:33][C:28]=1[CH2:27][C@@H:19]([NH:18][C:17]([C:13]1[CH:12]=[C:11]([C:6]2[CH:7]=[CH:8][CH:9]=[CH:10][C:5]=2[C:4]([OH:36])=[O:3])[CH:16]=[CH:15][N:14]=1)=[O:35])[C@H:20]([C:22]([O:24][CH2:25][CH3:26])=[O:23])[OH:21].[C:40]([OH:46])([C:42]([F:45])([F:44])[F:43])=[O:41].